This data is from Forward reaction prediction with 1.9M reactions from USPTO patents (1976-2016). The task is: Predict the product of the given reaction. (1) Given the reactants [NH2:1][C:2]1[CH:3]=[C:4]([C:10]2[CH:15]=[CH:14][C:13]([CH3:16])=[CH:12][C:11]=2[CH3:17])[C:5](=[O:9])[N:6]([CH3:8])[CH:7]=1.[CH:18](=O)[CH2:19][CH3:20].C(O[BH-](O[C:32](=O)[CH3:33])OC(=O)C)(=O)C.[Na+].Cl[CH2:37]Cl, predict the reaction product. The product is: [CH3:17][C:11]1[CH:12]=[C:13]([CH3:16])[CH:14]=[CH:15][C:10]=1[C:4]1[C:5](=[O:9])[N:6]([CH3:8])[CH:7]=[C:2]([N:1]([CH2:37][CH2:32][CH3:33])[CH2:18][CH2:19][CH3:20])[CH:3]=1. (2) The product is: [N:11]1[C:12]2[C:7](=[CH:6][C:5]([CH2:4][CH2:3][CH2:2][S:17][C:15](=[O:18])[CH3:16])=[CH:14][CH:13]=2)[CH:8]=[CH:9][CH:10]=1. Given the reactants Cl[CH2:2][CH2:3][CH2:4][C:5]1[CH:6]=[C:7]2[C:12](=[CH:13][CH:14]=1)[N:11]=[CH:10][CH:9]=[CH:8]2.[C:15]([O-:18])(=[S:17])[CH3:16].[K+], predict the reaction product.